Predict the reaction yield, written as a fraction of the theoretical maximum amount of product (1.0 means a 100% yield; for example, 0.34 means a 34% yield). From a dataset of Reaction yield outcomes from USPTO patents with 853,638 reactions. (1) The reactants are Br[C:2]1[CH:3]=[C:4]([CH:16]=[CH:17][C:18]=1[O:19]COC)[CH2:5][C:6]1[CH:15]=[C:14]2[C:8](=[CH:9][CH:10]=[CH:11][CH:12]=[CH:13]2)[CH:7]=1.[CH3:23]CCCCC.C([Li])CCC.C[Si](C)(C)[O:36][C@@H:37]1[C@@H:43]([O:44][Si](C)(C)C)[C@H:42]([O:49][Si](C)(C)C)[C@@H:41]([CH2:54][O:55][Si](C)(C)C)[O:40][C:38]1=[O:39].C(OC(=O)C)C.Cl.[OH-].[Na+]. The catalyst is O1CCCC1.C1(C)C=CC=CC=1.CO. The product is [CH:7]1[C:8]2[C:14]([CH:13]=[CH:12][CH:11]=[CH:10][CH:9]=2)=[CH:15][C:6]=1[CH2:5][C:4]1[CH:16]=[CH:17][C:18]([OH:19])=[C:2]([C:38]2([O:40][C@H:41]([CH2:54][OH:55])[C@@H:42]([OH:49])[C@H:43]([OH:44])[C@H:37]2[OH:36])[O:39][CH3:23])[CH:3]=1. The yield is 0.330. (2) The reactants are [Cl:1][C:2]1[CH:3]=[C:4]([CH:16]=[CH:17][CH:18]=1)/[CH:5]=[C:6]1\[C:7](=[O:15])[NH:8][C:9]2[C:14]\1=[CH:13][CH:12]=[CH:11][CH:10]=2.[F:19][C:20]1[CH:21]=[CH:22][C:23]([CH3:35])=[C:24]([CH:26]=[N:27][C:28]([O:30][Si](C)(C)C)=[CH2:29])[CH:25]=1. The catalyst is C1(C)C=CC=CC=1. The product is [Cl:1][C:2]1[CH:3]=[C:4]([CH:5]2[CH2:29][C:28](=[O:30])[NH:27][CH:26]([C:24]3[CH:25]=[C:20]([F:19])[CH:21]=[CH:22][C:23]=3[CH3:35])[C:6]32[C:14]2[C:9](=[CH:10][CH:11]=[CH:12][CH:13]=2)[NH:8][C:7]3=[O:15])[CH:16]=[CH:17][CH:18]=1. The yield is 0.150.